This data is from Reaction yield outcomes from USPTO patents with 853,638 reactions. The task is: Predict the reaction yield, written as a fraction of the theoretical maximum amount of product (1.0 means a 100% yield; for example, 0.34 means a 34% yield). The reactants are [CH3:1][C:2]1[CH:10]=[C:9]([C:11]2[CH2:15][C:14]([C:26]([F:29])([F:28])[F:27])([C:16]3[CH:21]=[CH:20][CH:19]=[C:18]([C:22]([F:25])([F:24])[F:23])[CH:17]=3)[O:13][N:12]=2)[CH:8]=[CH:7][C:3]=1[CH:4]=[N:5][OH:6].ClN1C(=O)CCC1=O.[NH2:38][CH2:39][C:40]([NH:42][CH2:43][CH3:44])=[O:41].C(N(CC)CC)C. The catalyst is CN(C=O)C.C1COCC1. The product is [CH2:43]([NH:42][C:40](=[O:41])[CH2:39][NH:38][C:4](=[N:5][OH:6])[C:3]1[CH:7]=[CH:8][C:9]([C:11]2[CH2:15][C:14]([C:26]([F:29])([F:27])[F:28])([C:16]3[CH:21]=[CH:20][CH:19]=[C:18]([C:22]([F:24])([F:25])[F:23])[CH:17]=3)[O:13][N:12]=2)=[CH:10][C:2]=1[CH3:1])[CH3:44]. The yield is 0.550.